From a dataset of Reaction yield outcomes from USPTO patents with 853,638 reactions. Predict the reaction yield, written as a fraction of the theoretical maximum amount of product (1.0 means a 100% yield; for example, 0.34 means a 34% yield). (1) The reactants are [CH3:1][C:2]([C@H:4]1[C@@H:8]2[C@@H:9]3[C@@:22]([CH3:25])([CH2:23][CH2:24][C@@:7]2([C:31]([OH:33])=[O:32])[CH2:6][CH2:5]1)[C@@:21]1([CH3:26])[C@@H:12]([C@:13]2([CH3:30])[C@@H:18]([CH2:19][CH2:20]1)[C:17]([CH3:28])([CH3:27])[C@@H:16]([OH:29])[CH2:15][CH2:14]2)[CH2:11][CH2:10]3)=[CH2:3].C(Cl)(Cl)Cl.[CH3:38][OH:39]. No catalyst specified. The product is [CH3:3][C:2]([C@H:4]1[C@@H:8]2[C@@H:9]3[C@@:22]([CH3:25])([CH2:23][CH2:24][C@@:7]2([C:31]([OH:33])=[O:32])[CH2:6][CH2:5]1)[C@@:21]1([CH3:26])[C@@H:12]([C@:13]2([CH3:30])[C@@H:18]([CH2:19][CH2:20]1)[C:17]([CH3:27])([CH3:28])[C@@H:16]([O:29][C:38]([CH2:6][C:7]([C:31]([OH:33])=[O:32])([CH3:24])[CH3:8])=[O:39])[CH2:15][CH2:14]2)[CH2:11][CH2:10]3)=[CH2:1]. The yield is 0.700. (2) The reactants are [CH2:1]([O:8][C:9]1[CH:26]=[CH:25][CH:24]=[CH:23][C:10]=1[CH2:11][O:12][C:13]1[CH:22]=[CH:21][C:16]([C:17]([O:19]C)=[O:18])=[CH:15][CH:14]=1)[C:2]1[CH:7]=[CH:6][CH:5]=[CH:4][CH:3]=1.[OH-].[Na+]. The catalyst is C1COCC1.CO. The product is [CH2:1]([O:8][C:9]1[CH:26]=[CH:25][CH:24]=[CH:23][C:10]=1[CH2:11][O:12][C:13]1[CH:14]=[CH:15][C:16]([C:17]([OH:19])=[O:18])=[CH:21][CH:22]=1)[C:2]1[CH:3]=[CH:4][CH:5]=[CH:6][CH:7]=1. The yield is 0.980.